This data is from Full USPTO retrosynthesis dataset with 1.9M reactions from patents (1976-2016). The task is: Predict the reactants needed to synthesize the given product. (1) Given the product [OH:4][C:3]1[CH:5]=[CH:6][CH:7]=[CH:8][C:2]=1[C:1]1[N:15]([C:16]2[CH:21]=[CH:20][C:19]([CH:22]([CH3:24])[CH3:23])=[CH:18][CH:17]=2)[C:13](=[O:14])[C:12]([CH3:11])=[C:25]([CH3:26])[N:10]=1, predict the reactants needed to synthesize it. The reactants are: [C:1]([NH2:10])(=O)[C:2]1[C:3](=[CH:5][CH:6]=[CH:7][CH:8]=1)[OH:4].[CH3:11][CH:12]([C:25](=O)[CH3:26])[C:13]([NH:15][C:16]1[CH:21]=[CH:20][C:19]([CH:22]([CH3:24])[CH3:23])=[CH:18][CH:17]=1)=[O:14]. (2) Given the product [F:1][C:2]1[CH:21]=[CH:20][CH:19]=[CH:18][C:3]=1[CH2:4][C:5]1[C:12]([C:13]#[N:14])=[C:11]([OH:15])[C:10]([OH:16])=[CH:9][C:6]=1[C:7]#[N:8], predict the reactants needed to synthesize it. The reactants are: [F:1][C:2]1[CH:21]=[CH:20][CH:19]=[CH:18][C:3]=1[CH2:4][C:5]1[C:12]([C:13]#[N:14])=[C:11]([OH:15])[C:10]([O:16]C)=[CH:9][C:6]=1[C:7]#[N:8].BrC1C(C#N)=C(O)C(OC)=CC=1C#N.FC1C=CC=CC=1CB1OC(C)(C)C(C)(C)O1. (3) Given the product [CH2:1]([N:8]1[CH2:13][CH2:12][C@@H:11]([CH3:14])[C@@H:10]([N:15]2[C:16]3[C:17]([N+:37]([O-:39])=[O:38])=[C:18]([NH:25][CH2:26][C:27]4[CH:32]=[CH:31][C:30]([O:33][CH3:34])=[C:29]([O:35][CH3:36])[CH:28]=4)[N:19]=[CH:20][C:21]=3[NH:76][C:56]2=[O:86])[CH2:9]1)[C:2]1[CH:3]=[CH:4][CH:5]=[CH:6][CH:7]=1, predict the reactants needed to synthesize it. The reactants are: [CH2:1]([N:8]1[CH2:13][CH2:12][C@@H:11]([CH3:14])[C@@H:10]([NH:15][C:16]2[C:21](C(O)=O)=[CH:20][N:19]=[C:18]([NH:25][CH2:26][C:27]3[CH:32]=[CH:31][C:30]([O:33][CH3:34])=[C:29]([O:35][CH3:36])[CH:28]=3)[C:17]=2[N+:37]([O-:39])=[O:38])[CH2:9]1)[C:2]1[CH:7]=[CH:6][CH:5]=[CH:4][CH:3]=1.C(N1CC[C@H](C)[C@H](NC2C(C(O)=O)=CN=C(NCC3C=CC(OC)=C(OC)C=3)[C:56]=2[N+:76]([O-])=O)C1)C1C=CC=CC=1.C1C=CC(P(N=[N+]=[N-])(C2C=CC=CC=2)=[O:86])=CC=1. (4) Given the product [CH3:1][O:2][C:3](=[O:18])[C:4]1[CH:9]=[C:8]([I:10])[CH:7]=[CH:6][C:5]=1[N:11]1[C:15](=[O:16])[C:14](=[CH:24][C:20]2[O:19][CH:23]=[CH:22][CH:21]=2)[C:13](=[O:17])[NH:12]1, predict the reactants needed to synthesize it. The reactants are: [CH3:1][O:2][C:3](=[O:18])[C:4]1[CH:9]=[C:8]([I:10])[CH:7]=[CH:6][C:5]=1[N:11]1[C:15](=[O:16])[CH2:14][C:13](=[O:17])[NH:12]1.[O:19]1[CH:23]=[CH:22][CH:21]=[C:20]1[CH:24]=O. (5) Given the product [C:4]([O:7][C:8]([NH:10][C@@H:11]([CH2:12][CH2:13][CH2:14][CH2:15][OH:16])[C:17]([O:19][CH3:20])=[O:18])=[O:9])([CH3:3])([CH3:5])[CH3:6], predict the reactants needed to synthesize it. The reactants are: IC.[CH3:3][C:4]([O:7][C:8]([NH:10][C@H:11]([C:17]([OH:19])=[O:18])[CH2:12][CH2:13][CH2:14][CH2:15][OH:16])=[O:9])([CH3:6])[CH3:5].[C:20]([O-])(O)=O.[Na+].